Dataset: Reaction yield outcomes from USPTO patents with 853,638 reactions. Task: Predict the reaction yield, written as a fraction of the theoretical maximum amount of product (1.0 means a 100% yield; for example, 0.34 means a 34% yield). (1) The reactants are C(=O)(OC(C)(C)C)[O:2][C:3]1[N:7]([C:8]2[CH:13]=[CH:12][CH:11]=[CH:10][N:9]=2)[N:6]=[C:5]([C:14]2[CH:19]=[CH:18][C:17]([C:20]3[CH:25]=[CH:24][C:23]([O:26][CH2:27][C:28]4[CH:33]=[CH:32][CH:31]=[CH:30][CH:29]=4)=[CH:22][CH:21]=3)=[CH:16][CH:15]=2)[CH:4]=1.C(=O)(OC(C)(C)C)OC1N(C2C=CC=CN=2)N=C(C2C=CC(C3C=CC=CC=3)=CC=2)C=1. No catalyst specified. The product is [CH2:27]([O:26][C:23]1[CH:22]=[CH:21][C:20]([C:17]2[CH:18]=[CH:19][C:14]([C:5]3[CH:4]=[C:3]([OH:2])[N:7]([C:8]4[CH:13]=[CH:12][CH:11]=[CH:10][N:9]=4)[N:6]=3)=[CH:15][CH:16]=2)=[CH:25][CH:24]=1)[C:28]1[CH:29]=[CH:30][CH:31]=[CH:32][CH:33]=1. The yield is 0.850. (2) The reactants are [Cl:1][C:2]1[CH:7]=[CH:6][C:5]([C:8]([N:10]2[CH2:15][CH2:14][N:13]([CH:16]3[CH:20]([OH:21])[CH2:19][NH:18][CH2:17]3)[CH2:12][CH2:11]2)=[O:9])=[CH:4][CH:3]=1.C1CCN2C(=NCCC2)CC1.Cl[C:34]1[C:43]2[C:38](=[CH:39][CH:40]=[C:41]([O:44][CH3:45])[CH:42]=2)[N:37]=[CH:36][N:35]=1.ClC1C2C(=CC=C(OC)C=2)N=C(C)N=1. The catalyst is CO.CCOC(C)=O.CCOCC.C(#N)C. The product is [Cl:1][C:2]1[CH:7]=[CH:6][C:5]([C:8]([N:10]2[CH2:15][CH2:14][N:13]([C@@H:16]3[C@@H:20]([OH:21])[CH2:19][N:18]([C:34]4[C:43]5[C:38](=[CH:39][CH:40]=[C:41]([O:44][CH3:45])[CH:42]=5)[N:37]=[CH:36][N:35]=4)[CH2:17]3)[CH2:12][CH2:11]2)=[O:9])=[CH:4][CH:3]=1. The yield is 0.500.